From a dataset of Full USPTO retrosynthesis dataset with 1.9M reactions from patents (1976-2016). Predict the reactants needed to synthesize the given product. (1) The reactants are: [N+:1]([C:4]1[CH:11]=[C:10]([O:12][CH2:13][CH:14]2[CH2:19][CH2:18][N:17]([CH3:20])[CH2:16][CH2:15]2)[C:9]([O:21][CH3:22])=[CH:8][C:5]=1[C:6]#[N:7])([O-])=O.[O-]S(S([O-])=O)=O.[Na+].[Na+].Cl. Given the product [NH2:1][C:4]1[CH:11]=[C:10]([O:12][CH2:13][CH:14]2[CH2:15][CH2:16][N:17]([CH3:20])[CH2:18][CH2:19]2)[C:9]([O:21][CH3:22])=[CH:8][C:5]=1[C:6]#[N:7], predict the reactants needed to synthesize it. (2) Given the product [Cl:35][C:36]1[CH:37]=[C:38]([NH:39][C:73]([NH:72][C:70](=[O:71])[C:67]2[CH:68]=[CH:69][C:64]([CH:58]3[CH2:59][CH2:60][CH2:61][CH2:62][CH2:63]3)=[CH:65][CH:66]=2)=[S:74])[CH:40]=[CH:41][C:42]=1[O:43][C:44]1[C:53]2[C:48](=[CH:49][C:50]([O:56][CH3:57])=[C:51]([O:54][CH3:55])[CH:52]=2)[N:47]=[CH:46][CH:45]=1, predict the reactants needed to synthesize it. The reactants are: S(Cl)(Cl)=O.C1(C2C=CC(C(O)=O)=CC=2)CCCCC1.C1(C2C=CC(C(Cl)=O)=CC=2)CCCCC1.[Cl:35][C:36]1[CH:37]=[C:38]([CH:40]=[CH:41][C:42]=1[O:43][C:44]1[C:53]2[C:48](=[CH:49][C:50]([O:56][CH3:57])=[C:51]([O:54][CH3:55])[CH:52]=2)[N:47]=[CH:46][CH:45]=1)[NH2:39].[CH:58]1([C:64]2[CH:69]=[CH:68][C:67]([C:70]([N:72]=[C:73]=[S:74])=[O:71])=[CH:66][CH:65]=2)[CH2:63][CH2:62][CH2:61][CH2:60][CH2:59]1.